Dataset: Reaction yield outcomes from USPTO patents with 853,638 reactions. Task: Predict the reaction yield, written as a fraction of the theoretical maximum amount of product (1.0 means a 100% yield; for example, 0.34 means a 34% yield). (1) The reactants are [H-].[Na+].[CH3:3][O:4][C:5]1[CH:6]=[C:7]([OH:16])[C:8]2[C:9]([OH:15])=[N:10][CH:11]=[N:12][C:13]=2[CH:14]=1.[C:17]([O:23][CH2:24]Cl)(=[O:22])[C:18]([CH3:21])([CH3:20])[CH3:19]. The catalyst is CN(C)C=O. The product is [C:17]([O:23][CH2:24][N:10]1[C:9](=[O:15])[C:8]2[C:13](=[CH:14][C:5]([O:4][CH3:3])=[CH:6][C:7]=2[OH:16])[N:12]=[CH:11]1)(=[O:22])[C:18]([CH3:21])([CH3:20])[CH3:19]. The yield is 0.410. (2) The reactants are [F:1][C:2]1[CH:11]=[C:10]([C:12]2[N:17]=[C:16]3[N:18]([C:21]([C:24]4[CH:25]=[C:26]5[C:31](=[CH:32][CH:33]=4)[N:30]=[CH:29][CH:28]=[CH:27]5)([CH3:23])[CH3:22])[N:19]=[N:20][C:15]3=[CH:14][CH:13]=2)[CH:9]=[CH:8][C:3]=1[C:4]([O:6]C)=[O:5].[OH-].[Li+].C1COCC1.Cl. The catalyst is CO.O. The product is [F:1][C:2]1[CH:11]=[C:10]([C:12]2[N:17]=[C:16]3[N:18]([C:21]([C:24]4[CH:25]=[C:26]5[C:31](=[CH:32][CH:33]=4)[N:30]=[CH:29][CH:28]=[CH:27]5)([CH3:23])[CH3:22])[N:19]=[N:20][C:15]3=[CH:14][CH:13]=2)[CH:9]=[CH:8][C:3]=1[C:4]([OH:6])=[O:5]. The yield is 0.710. (3) The reactants are [Cl:1][C:2]1[CH:7]=[C:6](Cl)[C:5]([N+:9]([O-:11])=[O:10])=[CH:4][N:3]=1.C(N(CC)CC)C.[CH3:19][CH:20]([NH2:22])[CH3:21]. The catalyst is O1CCCC1. The product is [Cl:1][C:2]1[CH:7]=[C:6]([NH:22][CH:20]([CH3:21])[CH3:19])[C:5]([N+:9]([O-:11])=[O:10])=[CH:4][N:3]=1. The yield is 0.950. (4) The reactants are [F:1][CH2:2][C:3]1([S:6]([NH:9][C:10]([C@@:12]2([NH:17]C(=O)OC(C)(C)C)[CH2:14][C@H:13]2[CH:15]=[CH2:16])=[O:11])(=[O:8])=[O:7])[CH2:5][CH2:4]1.[ClH:25]. The catalyst is O1CCOCC1. The product is [ClH:25].[NH2:17][C@:12]1([C:10]([NH:9][S:6]([C:3]2([CH2:2][F:1])[CH2:5][CH2:4]2)(=[O:8])=[O:7])=[O:11])[CH2:14][C@H:13]1[CH:15]=[CH2:16]. The yield is 0.720. (5) The reactants are [NH2:1][C:2]1[C:10]2[C:5](=[CH:6][CH:7]=[CH:8][C:9]=2[F:11])[C:4]([C:19]2[CH:20]=[C:21]([CH3:27])[C:22](=[O:26])[N:23]([CH3:25])[CH:24]=2)([C:12]2[CH:17]=[CH:16][CH:15]=[C:14](Br)[CH:13]=2)[N:3]=1.[Cl:28][C:29]1[CH:30]=[C:31](B(O)O)[CH:32]=[N:33][CH:34]=1.C(=O)([O-])[O-].[K+].[K+].CN(C=O)C. The catalyst is [Cl-].[Na+].O.C([O-])(O)=O.[Na+].CCOC(C)=O.C1C=CC(P([C]2[CH][CH][CH][CH]2)C2C=CC=CC=2)=CC=1.C1C=CC(P([C]2[CH][CH][CH][CH]2)C2C=CC=CC=2)=CC=1.Cl[Pd]Cl.[Fe]. The product is [NH2:1][C:2]1[C:10]2[C:5](=[CH:6][CH:7]=[CH:8][C:9]=2[F:11])[C:4]([C:19]2[CH:20]=[C:21]([CH3:27])[C:22](=[O:26])[N:23]([CH3:25])[CH:24]=2)([C:12]2[CH:17]=[CH:16][CH:15]=[C:14]([C:31]3[CH:32]=[N:33][CH:34]=[C:29]([Cl:28])[CH:30]=3)[CH:13]=2)[N:3]=1. The yield is 0.310. (6) The reactants are [CH3:1][O:2][C:3](=[O:20])[C:4]1[CH:9]=[C:8]([NH2:10])[C:7]([C:11]2[C:12](F)=[N:13][CH:14]=[C:15]([CH3:17])[CH:16]=2)=[C:6]([NH2:19])[CH:5]=1.NC1C=C(C#N)C=C2C=1C1C=C(C)C=NC=1N2. No catalyst specified. The product is [CH3:1][O:2][C:3]([C:4]1[CH:9]=[C:8]2[C:7]([C:11]3[CH:16]=[C:15]([CH3:17])[CH:14]=[N:13][C:12]=3[NH:10]2)=[C:6]([NH2:19])[CH:5]=1)=[O:20]. The yield is 0.880. (7) The reactants are [Cl:1][C:2]1[CH:3]=[CH:4][C:5]([O:31][CH3:32])=[C:6]([S:8]([NH:11][C:12]2[CH:13]=[C:14]([CH:28]=[CH:29][CH:30]=2)[C:15]([NH:17][C:18]2[CH:23]=[CH:22][C:21]([C:24](=[NH:27])[NH:25][OH:26])=[CH:20][CH:19]=2)=[O:16])(=[O:10])=[O:9])[CH:7]=1.N1C=CC=CC=1.C(C(CCCC)[CH2:42][O:43]C(Cl)=O)C. The catalyst is CN(C)C=O.O. The product is [Cl:1][C:2]1[CH:3]=[CH:4][C:5]([O:31][CH3:32])=[C:6]([S:8]([NH:11][C:12]2[CH:13]=[C:14]([CH:28]=[CH:29][CH:30]=2)[C:15]([NH:17][C:18]2[CH:19]=[CH:20][C:21]([C:24]3[NH:27][C:42](=[O:43])[O:26][N:25]=3)=[CH:22][CH:23]=2)=[O:16])(=[O:10])=[O:9])[CH:7]=1. The yield is 0.750. (8) The product is [Br-:23].[CH3:37][C:34]([C:31]1[CH:30]=[CH:29][C:28]([CH2:27][O:26][CH2:25][CH2:24][N+:1]23[CH2:6][CH2:5][C:4]([C:9]([OH:10])([C:17]4[CH:22]=[CH:21][CH:20]=[CH:19][CH:18]=4)[C:11]4[CH:12]=[CH:13][CH:14]=[CH:15][CH:16]=4)([CH2:3][CH2:2]2)[CH2:7][CH2:8]3)=[CH:33][CH:32]=1)([CH3:35])[CH3:36]. The yield is 0.160. The catalyst is CC#N.C(Cl)(Cl)Cl. The reactants are [N:1]12[CH2:8][CH2:7][C:4]([C:9]([C:17]3[CH:22]=[CH:21][CH:20]=[CH:19][CH:18]=3)([C:11]3[CH:16]=[CH:15][CH:14]=[CH:13][CH:12]=3)[OH:10])([CH2:5][CH2:6]1)[CH2:3][CH2:2]2.[Br:23][CH2:24][CH2:25][O:26][CH2:27][C:28]1[CH:33]=[CH:32][C:31]([C:34]([CH3:37])([CH3:36])[CH3:35])=[CH:30][CH:29]=1.